This data is from Catalyst prediction with 721,799 reactions and 888 catalyst types from USPTO. The task is: Predict which catalyst facilitates the given reaction. (1) Reactant: Br[C:2]1[CH:3]=[CH:4][C:5]([CH2:8][N:9]2[CH2:14][CH2:13][O:12][CH2:11][CH2:10]2)=[N:6][CH:7]=1.[B:15]1([B:15]2[O:19][C:18]([CH3:21])([CH3:20])[C:17]([CH3:23])([CH3:22])[O:16]2)[O:19][C:18]([CH3:21])([CH3:20])[C:17]([CH3:23])([CH3:22])[O:16]1.C([O-])(=O)C.[K+]. Product: [CH3:20][C:18]1([CH3:21])[O:19][B:15]([C:2]2[CH:3]=[CH:4][C:5]([CH2:8][N:9]3[CH2:14][CH2:13][O:12][CH2:11][CH2:10]3)=[N:6][CH:7]=2)[O:16][C:17]1([CH3:23])[CH3:22]. The catalyst class is: 438. (2) Product: [F:20][C:2]([F:1])([F:19])[C:3]1[CH:4]=[CH:5][C:6]([C:9]2[O:13][N:12]=[C:11]([C:14]([O:16][CH2:17][CH3:18])=[O:15])[CH:10]=2)=[CH:7][CH:8]=1. Reactant: [F:1][C:2]([F:20])([F:19])[C:3]1[CH:8]=[CH:7][C:6]([CH:9]2[O:13][N:12]=[C:11]([C:14]([O:16][CH2:17][CH3:18])=[O:15])[CH2:10]2)=[CH:5][CH:4]=1.ClC1C(=O)C(C#N)=C(C#N)C(=O)C=1Cl.CCOCC. The catalyst class is: 11. (3) Reactant: Cl[C:2]1[N:7]=[C:6]([NH:8][CH3:9])[N:5]=[C:4]([N:10]2[C@H:15]([CH3:16])[CH2:14][CH2:13][C@H:12]([C:17]([NH:19][CH2:20][C:21]3[CH:26]=[CH:25][CH:24]=[CH:23][CH:22]=3)=[O:18])[CH2:11]2)[CH:3]=1.[C:27]([C:29]1[C:34]([F:35])=[CH:33][C:32](B(O)O)=[CH:31][C:30]=1[F:39])#[N:28].C1(P(C2CCCCC2)C2CCCCC2)CCCCC1.[O-]P([O-])([O-])=O.[K+].[K+].[K+]. Product: [C:27]([C:29]1[C:34]([F:35])=[CH:33][C:32]([C:2]2[N:7]=[C:6]([NH:8][CH3:9])[N:5]=[C:4]([N:10]3[C@H:15]([CH3:16])[CH2:14][CH2:13][C@H:12]([C:17]([NH:19][CH2:20][C:21]4[CH:26]=[CH:25][CH:24]=[CH:23][CH:22]=4)=[O:18])[CH2:11]3)[CH:3]=2)=[CH:31][C:30]=1[F:39])#[N:28]. The catalyst class is: 552. (4) Reactant: [C:1]([O-:4])(=[O:3])C.[O:5]=[C:6]1[C@@H:9]([NH3+:10])[CH2:8][NH:7]1.[CH3:11]CN(C(C)C)C(C)C.[CH:20]1([C:25]2[CH:30]=[CH:29][C:28](C3C=CN(C([O-])=O)C(=O)C=3C)=[CH:27][CH:26]=2)[CH2:24][CH2:23][CH2:22][CH2:21]1. Product: [CH:20]1([C:25]2[CH:26]=[CH:27][C:28]([O:4][C:1](=[O:3])[N:10]([CH3:11])[C@H:9]3[CH2:8][NH:7][C:6]3=[O:5])=[CH:29][CH:30]=2)[CH2:21][CH2:22][CH2:23][CH2:24]1. The catalyst class is: 2.